This data is from Catalyst prediction with 721,799 reactions and 888 catalyst types from USPTO. The task is: Predict which catalyst facilitates the given reaction. (1) Reactant: Br[C:2]1[CH:7]=[C:6]([F:8])[CH:5]=[C:4]([Br:9])[CH:3]=1.CC(C)([O-])C.[K+].[CH3:16][N:17]1[CH2:22][CH2:21][NH:20][CH2:19][CH2:18]1. Product: [Br:9][C:4]1[CH:3]=[C:2]([N:20]2[CH2:21][CH2:22][N:17]([CH3:16])[CH2:18][CH2:19]2)[CH:7]=[C:6]([F:8])[CH:5]=1. The catalyst class is: 11. (2) Reactant: [N:1]1([CH2:10][CH2:11][N:12]2[CH2:17][CH2:16][O:15][C@H:14]([CH2:18][OH:19])[CH2:13]2)[C:9]2[C:4](=[CH:5][CH:6]=[CH:7][CH:8]=2)[CH2:3][CH2:2]1.[Cl:20][C:21]1[CH:22]=[C:23](O)[CH:24]=[CH:25][CH:26]=1.C1(P(C2C=CC=CC=2)C2C=CC=CC=2)C=CC=CC=1.CCOC(/N=N/C(OCC)=O)=O. Product: [Cl:20][C:21]1[CH:26]=[C:25]([CH:24]=[CH:23][CH:22]=1)[O:19][CH2:18][C@H:14]1[O:15][CH2:16][CH2:17][N:12]([CH2:11][CH2:10][N:1]2[C:9]3[C:4](=[CH:5][CH:6]=[CH:7][CH:8]=3)[CH2:3][CH2:2]2)[CH2:13]1. The catalyst class is: 1. (3) Reactant: [O:1]1[CH:5]=[CH:4][CH:3]=[C:2]1[C:6]([OH:8])=O.O=S(Cl)Cl.[Cl:13][C:14]1[CH:19]=[CH:18][C:17]([NH2:20])=[C:16]([I:21])[CH:15]=1.CCN(CC)CC. Product: [Cl:13][C:14]1[CH:19]=[CH:18][C:17]([NH:20][C:6]([C:2]2[O:1][CH:5]=[CH:4][CH:3]=2)=[O:8])=[C:16]([I:21])[CH:15]=1. The catalyst class is: 2. (4) Reactant: [F:1][C:2]1([F:26])[CH2:7][CH2:6][CH:5]([C:8]2[N:12]3[C:13]4[C:18]([NH:19][C:20](=[O:21])[C:11]3=[N:10][N:9]=2)=[CH:17][C:16]([C:22](O)=[O:23])=[C:15]([CH3:25])[CH:14]=4)[CH2:4][CH2:3]1.[F:27][C:28]1[CH:29]=[C:30]2[C:34](=[CH:35][CH:36]=1)[NH:33][CH2:32][CH2:31]2.C(N(C(C)C)CC)(C)C.CN(C(ON1N=NC2C=CC=CC1=2)=[N+](C)C)C.[B-](F)(F)(F)F. Product: [F:26][C:2]1([F:1])[CH2:3][CH2:4][CH:5]([C:8]2[N:12]3[C:13]4[C:18]([NH:19][C:20](=[O:21])[C:11]3=[N:10][N:9]=2)=[CH:17][C:16]([C:22]([N:33]2[C:34]3[C:30](=[CH:29][C:28]([F:27])=[CH:36][CH:35]=3)[CH2:31][CH2:32]2)=[O:23])=[C:15]([CH3:25])[CH:14]=4)[CH2:6][CH2:7]1. The catalyst class is: 145. (5) Reactant: C([O:5][C:6]([C:8]1[C:9]([CH3:37])=[C:10]2[C:14](=[CH:15][CH:16]=1)[CH:13]([NH:17][CH2:18][C:19]1[CH:24]=[C:23]([C:25](=[O:36])[NH:26][CH2:27][C:28]3[CH:33]=[CH:32][CH:31]=[C:30]([O:34][CH3:35])[CH:29]=3)[N:22]=[CH:21][N:20]=1)[CH2:12][CH2:11]2)=[O:7])(C)(C)C.FC(F)(F)C(O)=O. Product: [CH3:35][O:34][C:30]1[CH:29]=[C:28]([CH:33]=[CH:32][CH:31]=1)[CH2:27][NH:26][C:25]([C:23]1[N:22]=[CH:21][N:20]=[C:19]([CH2:18][NH:17][CH:13]2[C:14]3[C:10](=[C:9]([CH3:37])[C:8]([C:6]([OH:7])=[O:5])=[CH:16][CH:15]=3)[CH2:11][CH2:12]2)[CH:24]=1)=[O:36]. The catalyst class is: 2. (6) Reactant: [C:1]([O:5][C:6](=[O:38])[NH:7][C:8]1([C:12]2[CH:17]=[CH:16][C:15]([C:18]3[C:19](=[O:37])[C:20]4[C:21]([O:29][C:30]=3[C:31]3[CH:36]=[CH:35][CH:34]=[CH:33][CH:32]=3)=[C:22]3[C:26](=[CH:27][CH:28]=4)[NH:25][N:24]=[CH:23]3)=[CH:14][CH:13]=2)[CH2:11][CH2:10][CH2:9]1)([CH3:4])([CH3:3])[CH3:2].[H-].[Na+].[CH3:41]I. Product: [C:1]([O:5][C:6](=[O:38])[NH:7][C:8]1([C:12]2[CH:13]=[CH:14][C:15]([C:18]3[C:19](=[O:37])[C:20]4[CH:28]=[CH:27][C:26]5[C:22](=[CH:23][N:24]([CH3:41])[N:25]=5)[C:21]=4[O:29][C:30]=3[C:31]3[CH:32]=[CH:33][CH:34]=[CH:35][CH:36]=3)=[CH:16][CH:17]=2)[CH2:11][CH2:10][CH2:9]1)([CH3:4])([CH3:2])[CH3:3]. The catalyst class is: 3.